This data is from Catalyst prediction with 721,799 reactions and 888 catalyst types from USPTO. The task is: Predict which catalyst facilitates the given reaction. (1) Reactant: [CH3:1][N:2]1[C:6]([NH:7][C:8]2[N:13]=[CH:12][C:11]([O:14][CH2:15][C:16]3[C:21]([F:22])=[C:20]([F:23])[CH:19]=[C:18]([F:24])[C:17]=3[F:25])=[CH:10][N:9]=2)=[CH:5][C:4]([C:26]([O:28]CC)=[O:27])=[N:3]1.C(O)C.[OH-].[Na+].Cl. Product: [CH3:1][N:2]1[C:6]([NH:7][C:8]2[N:9]=[CH:10][C:11]([O:14][CH2:15][C:16]3[C:17]([F:25])=[C:18]([F:24])[CH:19]=[C:20]([F:23])[C:21]=3[F:22])=[CH:12][N:13]=2)=[CH:5][C:4]([C:26]([OH:28])=[O:27])=[N:3]1. The catalyst class is: 7. (2) The catalyst class is: 10. Reactant: [CH2:1]([O:8][C:9](=[O:33])[C@H:10]([NH:25][C:26]([O:28][C:29]([CH3:32])([CH3:31])[CH3:30])=[O:27])[CH2:11][CH2:12][C:13](=O)[NH:14][C:15]1[CH:20]=[C:19]([CH3:21])[C:18]([CH3:22])=[CH:17][C:16]=1[NH2:23])[C:2]1[CH:7]=[CH:6][CH:5]=[CH:4][CH:3]=1.[CH:34]1([CH:40]=O)[CH2:39][CH2:38][CH2:37][CH2:36][CH2:35]1.C(O[BH-](OC(=O)C)OC(=O)C)(=O)C.[Na+].C(Cl)(Cl)Cl. Product: [CH2:1]([O:8][C:9](=[O:33])[C@H:10]([NH:25][C:26]([O:28][C:29]([CH3:32])([CH3:31])[CH3:30])=[O:27])[CH2:11][CH2:12][C:13]1[N:23]([CH2:40][CH:34]2[CH2:39][CH2:38][CH2:37][CH2:36][CH2:35]2)[C:16]2[CH:17]=[C:18]([CH3:22])[C:19]([CH3:21])=[CH:20][C:15]=2[N:14]=1)[C:2]1[CH:7]=[CH:6][CH:5]=[CH:4][CH:3]=1. (3) Reactant: [C:1]([O:5][C:6]([N:8]1[CH2:13][CH2:12][CH2:11][CH:10](C(O)=O)[CH2:9]1)=[O:7])([CH3:4])([CH3:3])[CH3:2].CC[N:19](CC)CC.[CH2:24]([O:28][C:29](Cl)=[O:30])[CH:25]([CH3:27])[CH3:26].[N-]=[N+]=[N-].[Na+].[CH2:36]1[CH2:40]OC[CH2:37]1. Product: [C:1]([O:5][C:6]([N:8]1[CH2:13][CH2:12][CH2:11][C@@H:10]([NH:19][C:29]([O:28][CH2:24][C:25]2[CH:27]=[CH:40][CH:36]=[CH:37][CH:26]=2)=[O:30])[CH2:9]1)=[O:7])([CH3:2])([CH3:3])[CH3:4]. The catalyst class is: 238. (4) Reactant: [F:1][C:2]1[CH:38]=[C:37]([F:39])[CH:36]=[C:35]([F:40])[C:3]=1[CH2:4][N:5]1[C:13]([C:14]2[CH:15]=[C:16]([C:20]#[C:21][C:22]3[CH:23]=[C:24]([CH:28]=[CH:29][CH:30]=3)[C:25]([OH:27])=O)[CH:17]=[CH:18][CH:19]=2)=[C:12]2[C:7]([C:8]([C:31]([F:34])([F:33])[F:32])=[CH:9][CH:10]=[CH:11]2)=[N:6]1.Cl.CN.C(C1NC=CN=1)([C:46]1[NH:47]C=CN=1)=O. Product: [CH3:46][NH:47][C:25](=[O:27])[C:24]1[CH:28]=[CH:29][CH:30]=[C:22]([C:21]#[C:20][C:16]2[CH:17]=[CH:18][CH:19]=[C:14]([C:13]3[N:5]([CH2:4][C:3]4[C:2]([F:1])=[CH:38][C:37]([F:39])=[CH:36][C:35]=4[F:40])[N:6]=[C:7]4[C:12]=3[CH:11]=[CH:10][CH:9]=[C:8]4[C:31]([F:32])([F:33])[F:34])[CH:15]=2)[CH:23]=1. The catalyst class is: 3.